From a dataset of Reaction yield outcomes from USPTO patents with 853,638 reactions. Predict the reaction yield, written as a fraction of the theoretical maximum amount of product (1.0 means a 100% yield; for example, 0.34 means a 34% yield). The reactants are C([O:3][C:4]([C:6]1([CH3:25])[CH:10]([C:11]2[CH:16]=[CH:15][C:14]([Cl:17])=[CH:13][CH:12]=2)[CH2:9][N:8]([CH2:18][C:19]2[CH:24]=[CH:23][CH:22]=[CH:21][CH:20]=2)[CH2:7]1)=O)C.[H-].[H-].[H-].[H-].[Li+].[Al+3]. The catalyst is C1COCC1. The product is [CH2:18]([N:8]1[CH2:9][CH:10]([C:11]2[CH:12]=[CH:13][C:14]([Cl:17])=[CH:15][CH:16]=2)[C:6]([CH2:4][OH:3])([CH3:25])[CH2:7]1)[C:19]1[CH:20]=[CH:21][CH:22]=[CH:23][CH:24]=1. The yield is 0.760.